Dataset: Peptide-MHC class I binding affinity with 185,985 pairs from IEDB/IMGT. Task: Regression. Given a peptide amino acid sequence and an MHC pseudo amino acid sequence, predict their binding affinity value. This is MHC class I binding data. The peptide sequence is ESRKTFVEL. The MHC is HLA-B08:01 with pseudo-sequence HLA-B08:01. The binding affinity (normalized) is 0.404.